This data is from Reaction yield outcomes from USPTO patents with 853,638 reactions. The task is: Predict the reaction yield, written as a fraction of the theoretical maximum amount of product (1.0 means a 100% yield; for example, 0.34 means a 34% yield). (1) The reactants are [CH3:1][O:2][C:3]1[N:4]=[C:5]2[C:10](=[CH:11][CH:12]=1)[N:9]=[CH:8][CH:7]=[C:6]2[NH:13][C:14]([N:16]1[CH2:21][CH2:20][O:19][C@@H:18]([CH2:22][NH:23]C(=O)OC(C)(C)C)[CH2:17]1)=[O:15].Cl.CCN(C(C)C)C(C)C.[O:41]=[C:42]1[CH2:47][S:46][C:45]2[CH:48]=[CH:49][C:50]([CH:52]=O)=[N:51][C:44]=2[NH:43]1.[BH4-].[Na+]. The catalyst is CO.CCO.C(Cl)(Cl)Cl. The product is [CH3:1][O:2][C:3]1[N:4]=[C:5]2[C:10](=[CH:11][CH:12]=1)[N:9]=[CH:8][CH:7]=[C:6]2[NH:13][C:14]([N:16]1[CH2:21][CH2:20][O:19][C@@H:18]([CH2:22][NH:23][CH2:52][C:50]2[CH:49]=[CH:48][C:45]3[S:46][CH2:47][C:42](=[O:41])[NH:43][C:44]=3[N:51]=2)[CH2:17]1)=[O:15]. The yield is 0.700. (2) The reactants are C[C:2]1([CH3:24])[C:13]2[C:14]3[N:5]([C:6](=[O:23])[C:7](=[O:22])[N:8]([CH2:17]/[CH:18]=C/C=C)[C:9]=3[CH:10]=[C:11]([CH3:16])[C:12]=2C)[CH2:4][CH2:3]1.C[N+]1([O-])CC[O:29][CH2:28][CH2:27]1.[C:33]([O:37]O)([CH3:36])([CH3:35])C.[OH:39]S([O-])(=O)=O.[Na+].[OH2:45]. The catalyst is CC(C)=O.[Os](=O)(=O)(=O)=O.CC(O)(C)C. The product is [CH3:16][C:11]1([CH3:12])[C:10]2[C:9]3[N:8]([C:7](=[O:22])[C:6](=[O:23])[N:5]([CH2:35][CH:33]([OH:37])[CH:36]([OH:39])[CH:28]([OH:29])[CH2:27][OH:45])[C:14]=3[CH:13]=[C:2]([CH3:24])[C:3]=2[CH3:4])[CH2:17][CH2:18]1. The yield is 0.510.